This data is from Full USPTO retrosynthesis dataset with 1.9M reactions from patents (1976-2016). The task is: Predict the reactants needed to synthesize the given product. (1) Given the product [F:63][C:60]1[CH:59]=[CH:58][C:57]([CH2:56][CH2:55][C:54]2[C:42]([C:39]([C:40]3[O:21][CH:20]=[CH:13][CH:12]=3)=[O:41])=[C:43]([C:64]3[CH:78]=[CH:77][C:67]([C:68]([NH:70][CH2:71][C:72]4[O:73][CH:74]=[CH:75][CH:76]=4)=[O:69])=[CH:66][CH:65]=3)[C:44]3[C:51](=[O:52])[N:50]4[C@@H:46]([CH2:47][CH2:48][CH2:49]4)[C:45]=3[N:53]=2)=[CH:62][CH:61]=1, predict the reactants needed to synthesize it. The reactants are: FC1C=CC(CC[C:12]2[C:13]([C:20](C3OC=CC=3)=[O:21])=[C:12](C3C=C[C:13]([C:20](O)=[O:21])=[CH:12]C=3)[C:13]3[C:20](=[O:21])N4C(CCC4)C=3N=2)=CC=1.[C:39]([C:42]1[C:54]([CH2:55][CH2:56][C:57]2[CH:62]=[CH:61][C:60]([F:63])=[CH:59][CH:58]=2)=[N:53][C:45]2[C@H:46]3[N:50]([C:51](=[O:52])[C:44]=2[C:43]=1[C:64]1[CH:78]=[CH:77][C:67]([C:68]([NH:70][CH2:71][C:72]2[O:73][CH:74]=[CH:75][CH:76]=2)=[O:69])=[CH:66][CH:65]=1)[CH2:49][CH2:48][CH2:47]3)(=[O:41])[CH3:40]. (2) Given the product [OH:1][C:2]([C:3]1[O:4][N:62]=[C:61]([NH:60][C:55]2[CH:56]=[CH:57][C:58]([CH3:59])=[C:53]([C:44]3[C:43](=[O:65])[N:42]([CH3:41])[C:51]4[C:46]([CH:45]=3)=[CH:47][N:48]=[C:49]([CH3:52])[CH:50]=4)[CH:54]=2)[N:64]=1)([CH3:7])[CH3:6], predict the reactants needed to synthesize it. The reactants are: [OH:1][C:2]([CH3:7])([CH3:6])[C:3](O)=[O:4].CN(C(ON1N=NC2C=CC=NC1=2)=[N+](C)C)C.F[P-](F)(F)(F)(F)F.CCN(C(C)C)C(C)C.[CH3:41][N:42]1[C:51]2[C:46](=[CH:47][N:48]=[C:49]([CH3:52])[CH:50]=2)[CH:45]=[C:44]([C:53]2[CH:54]=[C:55]([NH:60]/[C:61](/[NH2:64])=[N:62]/O)[CH:56]=[CH:57][C:58]=2[CH3:59])[C:43]1=[O:65]. (3) Given the product [CH3:22][C:21]1[C:16]([N:13]2[CH2:14][CH2:15][N:10]([C:8]([C:5]3[N:6]=[CH:7][C:2]([N:27]4[C@H:26]([CH2:24][CH3:25])[CH2:30][O:29][C:28]4=[O:31])=[N:3][CH:4]=3)=[O:9])[CH2:11][CH2:12]2)=[N:17][CH:18]=[C:19]([CH3:23])[CH:20]=1, predict the reactants needed to synthesize it. The reactants are: Br[C:2]1[N:3]=[CH:4][C:5]([C:8]([N:10]2[CH2:15][CH2:14][N:13]([C:16]3[C:21]([CH3:22])=[CH:20][C:19]([CH3:23])=[CH:18][N:17]=3)[CH2:12][CH2:11]2)=[O:9])=[N:6][CH:7]=1.[CH2:24]([C@@H:26]1[CH2:30][O:29][C:28](=[O:31])[NH:27]1)[CH3:25]. (4) Given the product [CH3:28][N:29]([CH3:33])[CH2:30][CH2:31][NH:32][C:2]1[C:3]2[NH:18][N:17]=[CH:16][C:4]=2[N:5]=[C:6]([C:8]([C:10]2[CH:11]=[CH:12][CH:13]=[CH:14][CH:15]=2)=[O:9])[N:7]=1, predict the reactants needed to synthesize it. The reactants are: Cl[C:2]1[C:3]2[C:4](=[CH:16][N:17](CC3C=CC(OC)=CC=3)[N:18]=2)[N:5]=[C:6]([C:8]([C:10]2[CH:15]=[CH:14][CH:13]=[CH:12][CH:11]=2)=[O:9])[N:7]=1.[CH3:28][N:29]([CH3:33])[CH2:30][CH2:31][NH2:32].Cl. (5) The reactants are: [CH2:1]([O:3][C:4]1[CH:5]=[C:6]([CH:9]=[C:10]([O:13][CH2:14][CH3:15])[C:11]=1I)[CH:7]=[O:8])[CH3:2].C(O[C:17]1[CH:22]=[C:21]([CH:20]=[C:19](OCC)[C:18]=1I)C=O)[C:17]1[CH:22]=[CH:21][CH:20]=[CH:19][CH:18]=1.C1(B(O)O)C=CC=CC=1. Given the product [CH2:1]([O:3][C:4]1[CH:5]=[C:6]([CH:7]=[O:8])[CH:9]=[C:10]([O:13][CH2:14][CH3:15])[C:11]=1[C:17]1[CH:22]=[CH:21][CH:20]=[CH:19][CH:18]=1)[CH3:2], predict the reactants needed to synthesize it. (6) Given the product [C:1]1([CH3:30])[CH:2]=[CH:3][C:4]([CH2:7][CH2:8][NH:9][C:10]2[C:11](=[O:29])[N:12]([CH2:18][C:19]([OH:21])=[O:20])[C:13]([CH3:17])=[CH:14][N:15]=2)=[CH:5][CH:6]=1, predict the reactants needed to synthesize it. The reactants are: [C:1]1([CH3:30])[CH:6]=[CH:5][C:4]([CH2:7][CH2:8][NH:9][C:10]2[C:11](=[O:29])[N:12]([CH2:18][C:19]([O:21]CC3C=CC=CC=3)=[O:20])[C:13]([CH3:17])=[C:14](Cl)[N:15]=2)=[CH:3][CH:2]=1.[OH-].[K+].O.